From a dataset of Forward reaction prediction with 1.9M reactions from USPTO patents (1976-2016). Predict the product of the given reaction. (1) Given the reactants [OH:1][C:2]1[CH:3]=[C:4]2[C:8](=[CH:9][CH:10]=1)[N:7]([CH3:11])[C:6]([NH2:12])=[C:5]2[C:13]#[N:14].[N+:15]([C:18]1[CH:19]=[C:20]([CH:23]=[CH:24][CH:25]=1)[CH2:21]Br)([O-:17])=[O:16].C([O-])([O-])=O.[Cs+].[Cs+].O, predict the reaction product. The product is: [N+:15]([C:18]1[CH:19]=[C:20]([CH:23]=[CH:24][CH:25]=1)[CH2:21][O:1][C:2]1[CH:3]=[C:4]2[C:8](=[CH:9][CH:10]=1)[N:7]([CH3:11])[C:6]([NH2:12])=[C:5]2[C:13]#[N:14])([O-:17])=[O:16]. (2) Given the reactants [O:1]=[C:2]1[NH:8][C:7]2[CH:9]=[CH:10][C:11]([C:13]([O:15][CH3:16])=[O:14])=[CH:12][C:6]=2[CH2:5][NH:4][CH2:3]1.[CH:17]1([C:23](O)=[O:24])[CH2:22][CH2:21][CH2:20][CH2:19][CH2:18]1.CCN(C(C)C)C(C)C.CN(C(ON1N=NC2C=CC=CC1=2)=[N+](C)C)C.F[P-](F)(F)(F)(F)F, predict the reaction product. The product is: [CH:17]1([C:23]([N:4]2[CH2:5][C:6]3[CH:12]=[C:11]([C:13]([O:15][CH3:16])=[O:14])[CH:10]=[CH:9][C:7]=3[NH:8][C:2](=[O:1])[CH2:3]2)=[O:24])[CH2:22][CH2:21][CH2:20][CH2:19][CH2:18]1. (3) Given the reactants [Cl:1][C:2]1[C:3]([F:31])=[C:4]([CH:8]2[C:12]([C:15]3[CH:20]=[CH:19][C:18]([Cl:21])=[CH:17][C:16]=3[F:22])([C:13]#[N:14])[CH:11]([CH2:23][C:24]([CH3:27])([CH3:26])[CH3:25])[NH:10][CH:9]2[C:28](O)=[O:29])[CH:5]=[CH:6][CH:7]=1.CN(C(ON1N=NC2C=CC=NC1=2)=[N+](C)C)C.F[P-](F)(F)(F)(F)F.CCN(C(C)C)C(C)C.[NH2:65][C:66]1[CH:74]=[CH:73][CH:72]=[CH:71][C:67]=1[C:68]([NH2:70])=[O:69], predict the reaction product. The product is: [C:68]([C:67]1[CH:71]=[CH:72][CH:73]=[CH:74][C:66]=1[NH:65][C:28]([CH:9]1[CH:8]([C:4]2[CH:5]=[CH:6][CH:7]=[C:2]([Cl:1])[C:3]=2[F:31])[C:12]([C:15]2[CH:20]=[CH:19][C:18]([Cl:21])=[CH:17][C:16]=2[F:22])([C:13]#[N:14])[CH:11]([CH2:23][C:24]([CH3:26])([CH3:25])[CH3:27])[NH:10]1)=[O:29])(=[O:69])[NH2:70].